This data is from Forward reaction prediction with 1.9M reactions from USPTO patents (1976-2016). The task is: Predict the product of the given reaction. (1) Given the reactants [CH:1](=[O:10])[CH:2]=[CH:3][C:4]1[CH:9]=[CH:8][CH:7]=[CH:6][CH:5]=1.C(C1C(=O)C(Cl)=C(Cl)C(=O)C=1C#N)#N.[CH3:25][O:26][CH2:27][CH2:28][OH:29], predict the reaction product. The product is: [C:1]([O:29][CH2:28][CH2:27][O:26][CH3:25])(=[O:10])[CH:2]=[CH:3][C:4]1[CH:9]=[CH:8][CH:7]=[CH:6][CH:5]=1. (2) Given the reactants I[C:2]1[CH:7]=[CH:6][C:5](/[C:8](/[CH3:15])=[CH:9]/[C:10]([O:12][CH2:13][CH3:14])=[O:11])=[CH:4][CH:3]=1.C(=O)([O-])[O-].[Na+].[Na+].[O:22]1[CH:26]=[CH:25][CH:24]=[C:23]1B(O)O, predict the reaction product. The product is: [O:22]1[CH:26]=[CH:25][CH:24]=[C:23]1[C:2]1[CH:7]=[CH:6][C:5](/[C:8](/[CH3:15])=[CH:9]/[C:10]([O:12][CH2:13][CH3:14])=[O:11])=[CH:4][CH:3]=1. (3) Given the reactants [CH3:1][C:2]([CH3:24])([S@:4]([NH:6][C@@:7]([C:17]1[CH:22]=[CH:21][CH:20]=[CH:19][C:18]=1[F:23])([CH3:16])[C:8]([F:15])([F:14])[C:9](OCC)=O)=[O:5])[CH3:3].CC(C[AlH]CC(C)C)C.[Cl-].[Li+].C(OP([CH:44]([F:50])[C:45]([O:47][CH2:48][CH3:49])=[O:46])(OCC)=O)C.C(N(CC)C(C)C)(C)C, predict the reaction product. The product is: [CH3:3][C:2]([CH3:24])([S@:4]([NH:6][C@@:7]([C:17]1[CH:22]=[CH:21][CH:20]=[CH:19][C:18]=1[F:23])([CH3:16])[C:8]([F:14])([F:15])[CH:9]=[C:44]([F:50])[C:45]([O:47][CH2:48][CH3:49])=[O:46])=[O:5])[CH3:1]. (4) Given the reactants [CH3:1][C:2]1[S:6][C:5]([C:7]([O:9][CH3:10])=[O:8])=[CH:4][C:3]=1[C:11]1[N:15]([CH3:16])[N:14]=[CH:13][C:12]=1/[CH:17]=[CH:18]\[CH3:19], predict the reaction product. The product is: [CH3:1][C:2]1[S:6][C:5]([C:7]([O:9][CH3:10])=[O:8])=[CH:4][C:3]=1[C:11]1[N:15]([CH3:16])[N:14]=[CH:13][C:12]=1[CH2:17][CH2:18][CH3:19]. (5) Given the reactants [NH4+].[N:2]#[C:3][S-:4].[Cl:5][C:6]1[CH:12]=[CH:11][C:9]([NH2:10])=[CH:8][CH:7]=1, predict the reaction product. The product is: [Cl:5][C:6]1[CH:12]=[CH:11][C:9]([NH:10][C:3]([NH2:2])=[S:4])=[CH:8][CH:7]=1. (6) The product is: [NH2:36][C@@H:20]([CH2:21][C:22]1[CH:23]=[CH:24][C:25]([C:28]2[CH:33]=[CH:32][CH:31]=[C:30]([O:34][CH3:35])[N:29]=2)=[CH:26][CH:27]=1)[CH2:19][C@H:18]([OH:47])[C@@H:17]([NH:16][C:14](=[O:15])[C@@H:13]([N:10]1[CH2:11][CH2:12][N:8]([CH2:1][C:2]2[CH:7]=[CH:6][CH:5]=[CH:4][CH:3]=2)[C:9]1=[O:59])[C:55]([CH3:58])([CH3:57])[CH3:56])[CH2:48][C:49]1[CH:54]=[CH:53][CH:52]=[CH:51][CH:50]=1. Given the reactants [CH2:1]([N:8]1[CH2:12][CH2:11][N:10]([C@@H:13]([C:55]([CH3:58])([CH3:57])[CH3:56])[C:14]([NH:16][C@@H:17]([CH2:48][C:49]2[CH:54]=[CH:53][CH:52]=[CH:51][CH:50]=2)[C@@H:18]([OH:47])[CH2:19][C@@H:20]([NH:36]C(=O)OCC2C=CC=CC=2)[CH2:21][C:22]2[CH:27]=[CH:26][C:25]([C:28]3[CH:33]=[CH:32][CH:31]=[C:30]([O:34][CH3:35])[N:29]=3)=[CH:24][CH:23]=2)=[O:15])[C:9]1=[O:59])[C:2]1[CH:7]=[CH:6][CH:5]=[CH:4][CH:3]=1, predict the reaction product. (7) Given the reactants [CH2:1]([O:3][C:4](=[O:26])[CH2:5][O:6][CH:7]1[CH2:14][CH:13]2[N:15](C(OCC3C=CC=CC=3)=O)[CH:9]([CH2:10][O:11][CH2:12]2)[CH2:8]1)[CH3:2], predict the reaction product. The product is: [CH:13]12[NH:15][CH:9]([CH2:8][CH:7]([O:6][CH2:5][C:4]([O:3][CH2:1][CH3:2])=[O:26])[CH2:14]1)[CH2:10][O:11][CH2:12]2. (8) Given the reactants [Br:1][C:2]1[CH:3]=[CH:4][C:5]([N:8]2[CH2:21][CH2:20][C:11]3([CH2:15][N:14]([CH:16]4[CH2:19][CH2:18][CH2:17]4)[CH2:13][CH2:12]3)[CH2:10][CH2:9]2)=[N:6][CH:7]=1.C1(N2CCC3(CNCC3)CC2)CCC1, predict the reaction product. The product is: [Br:1][C:2]1[CH:3]=[CH:4][C:5]([N:8]2[CH2:21][CH2:20][C:10]3([CH2:11][CH2:15][N:14]([CH:16]4[CH2:17][CH2:18][CH2:19]4)[CH2:13][CH2:12]3)[CH2:9]2)=[N:6][CH:7]=1. (9) Given the reactants [H-].[Na+].[CH2:3]([O:5][C:6]([C:8]1[N:12]=[CH:11][NH:10][N:9]=1)=[O:7])[CH3:4].[CH3:13][O:14][C:15](=[O:30])[C:16]1[CH:21]=[C:20](F)[C:19]([C:23]([F:26])([F:25])[F:24])=[CH:18][C:17]=1[N+:27]([O-:29])=[O:28].O, predict the reaction product. The product is: [CH2:3]([O:5][C:6]([C:8]1[N:12]=[CH:11][N:10]([C:20]2[CH:21]=[C:16]([C:15]([O:14][CH3:13])=[O:30])[C:17]([N+:27]([O-:29])=[O:28])=[CH:18][C:19]=2[C:23]([F:24])([F:26])[F:25])[N:9]=1)=[O:7])[CH3:4]. (10) Given the reactants [C:1]([C:3]1[N:8]=[C:7]([NH:9][C:10]2[N:15]=[C:14]([N:16]([CH:26]3[CH2:28][CH2:27]3)CC3C=CC(OC)=CC=3)[C:13]3=[N:29][CH:30]=[C:31]([C:32]#[N:33])[N:12]3[N:11]=2)[CH:6]=[CH:5][CH:4]=1)#[N:2].C1(OC)C=CC=CC=1.C(O)(C(F)(F)F)=O, predict the reaction product. The product is: [C:1]([C:3]1[N:8]=[C:7]([NH:9][C:10]2[N:15]=[C:14]([NH:16][CH:26]3[CH2:27][CH2:28]3)[C:13]3=[N:29][CH:30]=[C:31]([C:32]#[N:33])[N:12]3[N:11]=2)[CH:6]=[CH:5][CH:4]=1)#[N:2].